This data is from Choline transporter screen with 302,306 compounds. The task is: Binary Classification. Given a drug SMILES string, predict its activity (active/inactive) in a high-throughput screening assay against a specified biological target. (1) The drug is Fc1c(NC(=O)CN(CC)C(=O)/C=C\c2c(nn(Cc3ccccc3)c2)c2cccnc2)c(F)ccc1. The result is 0 (inactive). (2) The compound is Fc1c(CN2CCc3c(C2=O)cccc3OCC(=O)N2CCOCC2)cccc1. The result is 0 (inactive). (3) The result is 0 (inactive). The drug is Clc1c(c2oc(C(=S)N3CCOCC3)cc2)cc(Cl)cc1. (4) The drug is S=c1n(c(n[nH]1)C(N(C)C)CC)c1ccccc1. The result is 0 (inactive). (5) The molecule is S(=O)(=O)(N(CC(=O)N1CCCC1)C)c1c(OC)ccc(c1)C. The result is 0 (inactive). (6) The drug is Fc1c(Cn2nc(NC(=O)Cn3ncc([N+]([O-])=O)c3)cc2)c(F)c(F)cc1F. The result is 0 (inactive). (7) The compound is Oc1cc2n(c(c([N+]([O-])=O)c2cc1)C)c1ccccc1. The result is 0 (inactive). (8) The drug is S(=O)(=O)(N1C(CCCC1)C(=O)NCCCOC)c1ccc(F)cc1. The result is 0 (inactive). (9) The compound is S1\C(N(Cc2c(cccc2)C)C(=O)C1)=N\N=C/c1occc1. The result is 0 (inactive). (10) The drug is On\1n(nc([N+]([O-])=O)c1=N\Cc1ccc(cc1)C)c1cc(ccc1)C. The result is 0 (inactive).